This data is from NCI-60 drug combinations with 297,098 pairs across 59 cell lines. The task is: Regression. Given two drug SMILES strings and cell line genomic features, predict the synergy score measuring deviation from expected non-interaction effect. (1) Drug 2: CS(=O)(=O)OCCCCOS(=O)(=O)C. Cell line: SK-MEL-5. Drug 1: CC1C(C(CC(O1)OC2CC(OC(C2O)C)OC3=CC4=CC5=C(C(=O)C(C(C5)C(C(=O)C(C(C)O)O)OC)OC6CC(C(C(O6)C)O)OC7CC(C(C(O7)C)O)OC8CC(C(C(O8)C)O)(C)O)C(=C4C(=C3C)O)O)O)O. Synergy scores: CSS=63.4, Synergy_ZIP=0.137, Synergy_Bliss=2.38, Synergy_Loewe=-29.7, Synergy_HSA=-0.673. (2) Drug 1: CCCS(=O)(=O)NC1=C(C(=C(C=C1)F)C(=O)C2=CNC3=C2C=C(C=N3)C4=CC=C(C=C4)Cl)F. Drug 2: C#CCC(CC1=CN=C2C(=N1)C(=NC(=N2)N)N)C3=CC=C(C=C3)C(=O)NC(CCC(=O)O)C(=O)O. Cell line: NCI-H460. Synergy scores: CSS=-4.19, Synergy_ZIP=0.705, Synergy_Bliss=-2.80, Synergy_Loewe=-3.83, Synergy_HSA=-4.53. (3) Drug 1: CC1=C(C=C(C=C1)NC2=NC=CC(=N2)N(C)C3=CC4=NN(C(=C4C=C3)C)C)S(=O)(=O)N.Cl. Drug 2: C1=CC=C(C(=C1)C(C2=CC=C(C=C2)Cl)C(Cl)Cl)Cl. Cell line: A549. Synergy scores: CSS=10.1, Synergy_ZIP=2.08, Synergy_Bliss=7.75, Synergy_Loewe=7.06, Synergy_HSA=7.05. (4) Drug 1: CNC(=O)C1=CC=CC=C1SC2=CC3=C(C=C2)C(=NN3)C=CC4=CC=CC=N4. Drug 2: CC12CCC3C(C1CCC2O)C(CC4=C3C=CC(=C4)O)CCCCCCCCCS(=O)CCCC(C(F)(F)F)(F)F. Cell line: NCI-H522. Synergy scores: CSS=15.0, Synergy_ZIP=0.881, Synergy_Bliss=5.36, Synergy_Loewe=6.07, Synergy_HSA=6.07.